Task: Binary Classification. Given a drug SMILES string, predict its activity (active/inactive) in a high-throughput screening assay against a specified biological target.. Dataset: KCNQ2 potassium channel screen with 302,405 compounds (1) The molecule is s1c(CCNC(=O)C2ON=C(C2)c2c(F)cccc2)ccc1. The result is 0 (inactive). (2) The result is 0 (inactive). The compound is ClCC(=O)N(Cc1ccccc1)c1ccccc1. (3) The drug is Clc1ccc(Sc2ncnc3n(ncc23)C)cc1. The result is 0 (inactive). (4) The molecule is S=C1N(C(C(=O)N1CC)CC(=O)Nc1ccc(F)cc1)CCCN1CCN(CC1)c1ccc(F)cc1. The result is 0 (inactive). (5) The molecule is S=c1nc2n([nH]nc2C(OCC)=O)c2c1cccc2. The result is 1 (active). (6) The molecule is O=C(NC1CC(Cc2n(ncc12)c1ccc(cc1)C)(C)C)CN1CCCC1=O. The result is 0 (inactive). (7) The molecule is OC1C2C(C3(C(C4C(CC3)(CCC(C4)(C)C(O)=O)C)=C1)C)(CCC1C2(CCC(O)C1(C)C)C)C. The result is 1 (active). (8) The molecule is s1c2c(nc1Nc1sc3c(n1)c(F)ccc3)c(F)cc(F)c2. The result is 1 (active).